Dataset: TCR-epitope binding with 47,182 pairs between 192 epitopes and 23,139 TCRs. Task: Binary Classification. Given a T-cell receptor sequence (or CDR3 region) and an epitope sequence, predict whether binding occurs between them. The epitope is HTTDPSFLGRY. The TCR CDR3 sequence is CASSGGGTDTQYF. Result: 1 (the TCR binds to the epitope).